Dataset: Forward reaction prediction with 1.9M reactions from USPTO patents (1976-2016). Task: Predict the product of the given reaction. (1) Given the reactants C(N(CC)CC)C.[CH3:8][N:9]1[C:13]([NH2:14])=[CH:12][CH:11]=[N:10]1.[CH:15]1[C:24]2[C:19](=[CH:20][CH:21]=[CH:22][CH:23]=2)[CH:18]=[C:17]2[C:25]([O:27][C:28](=O)[C:16]=12)=[O:26], predict the reaction product. The product is: [CH3:8][N:9]1[C:13]([N:14]2[C:28](=[O:27])[C:16]3[CH:15]=[C:24]4[CH:23]=[CH:22][CH:21]=[CH:20][C:19]4=[CH:18][C:17]=3[C:25]2=[O:26])=[CH:12][CH:11]=[N:10]1. (2) Given the reactants [Na].[CH:2]1([N:5]([CH:33]2[CH2:35][CH2:34]2)[C:6]([C:8]2[N:30]([CH2:31][CH3:32])[C:11]3=[N:12][C:13]([NH:20][C:21]4[CH:25]=[C:24]([CH:26]=[O:27])[N:23]([CH2:28][CH3:29])[N:22]=4)=[C:14]4[N:18]=[CH:17][N:16]([CH3:19])[C:15]4=[C:10]3[CH:9]=2)=[O:7])[CH2:4][CH2:3]1, predict the reaction product. The product is: [CH:33]1([N:5]([CH:2]2[CH2:3][CH2:4]2)[C:6]([C:8]2[N:30]([CH2:31][CH3:32])[C:11]3=[N:12][C:13]([NH:20][C:21]4[CH:25]=[C:24]([CH2:26][OH:27])[N:23]([CH2:28][CH3:29])[N:22]=4)=[C:14]4[N:18]=[CH:17][N:16]([CH3:19])[C:15]4=[C:10]3[CH:9]=2)=[O:7])[CH2:34][CH2:35]1. (3) The product is: [CH:18]1([O:1][N:2]2[C:7]([CH3:8])([CH3:9])[CH2:6][CH:5]([OH:10])[CH2:4][C:3]2([CH3:12])[CH3:11])[CH2:23][CH2:22][CH2:21][CH2:20][CH2:19]1. Given the reactants [OH:1][N:2]1[C:7]([CH3:9])([CH3:8])[CH2:6][CH:5]([OH:10])[CH2:4][C:3]1([CH3:12])[CH3:11].Cl.OO.N=O.[CH2:18]1[CH2:23][CH2:22][CH2:21][CH2:20][CH2:19]1, predict the reaction product. (4) Given the reactants [CH2:1]([N:5]1[C:13]2[C:12](=[O:14])[NH:11][C:10]([Cl:15])=[N:9][C:8]=2[N:7]=[C:6]1[N:16]1[CH2:21][CH2:20][CH2:19][CH:18]([NH:22][C:23](=[O:29])[O:24][C:25]([CH3:28])([CH3:27])[CH3:26])[CH2:17]1)[C:2]#[C:3][CH3:4].C(=O)([O-])[O-].[K+].[K+].[C:36]([C:38]1[CH:45]=[CH:44][CH:43]=[CH:42][C:39]=1[CH2:40]Br)#[N:37], predict the reaction product. The product is: [CH2:1]([N:5]1[C:13]2[C:12](=[O:14])[N:11]([CH2:40][C:39]3[CH:42]=[CH:43][CH:44]=[CH:45][C:38]=3[C:36]#[N:37])[C:10]([Cl:15])=[N:9][C:8]=2[N:7]=[C:6]1[N:16]1[CH2:21][CH2:20][CH2:19][CH:18]([NH:22][C:23](=[O:29])[O:24][C:25]([CH3:28])([CH3:27])[CH3:26])[CH2:17]1)[C:2]#[C:3][CH3:4]. (5) Given the reactants [C@H:1]12[CH2:8][CH2:7][CH2:6][C@H:5]1[CH2:4][NH:3][C@@H:2]2[CH2:9][NH:10][C:11]([C:13]1[N:20]2[C:16]([S:17][CH:18]=[CH:19]2)=[N:15][C:14]=1[CH3:21])=[O:12].[F:22][C:23]1[CH:28]=[CH:27][C:26]([C:29]2[S:33][C:32]([CH3:34])=[N:31][C:30]=2[C:35](O)=[O:36])=[CH:25][CH:24]=1, predict the reaction product. The product is: [F:22][C:23]1[CH:24]=[CH:25][C:26]([C:29]2[S:33][C:32]([CH3:34])=[N:31][C:30]=2[C:35]([N:3]2[CH2:4][C@H:5]3[C@H:1]([CH2:8][CH2:7][CH2:6]3)[C@H:2]2[CH2:9][NH:10][C:11]([C:13]2[N:20]3[C:16]([S:17][CH:18]=[CH:19]3)=[N:15][C:14]=2[CH3:21])=[O:12])=[O:36])=[CH:27][CH:28]=1. (6) Given the reactants [F:1][C:2]1[N:9]=[CH:8][CH:7]=[C:6]([I:10])[C:3]=1[CH:4]=[O:5].[Cl:11][C:12]1[CH:17]=[CH:16][C:15]([Mg]Br)=[CH:14][CH:13]=1, predict the reaction product. The product is: [Cl:11][C:12]1[CH:17]=[CH:16][C:15]([CH:4]([C:3]2[C:2]([F:1])=[N:9][CH:8]=[CH:7][C:6]=2[I:10])[OH:5])=[CH:14][CH:13]=1. (7) Given the reactants [CH:1]([C:3]1[O:7][C:6]([C:8]2[CH:15]=[CH:14][C:11]([C:12]#[N:13])=[CH:10][CH:9]=2)=[CH:5][CH:4]=1)=O.[N:16]1[CH:21]=[CH:20][CH:19]=[C:18]([CH2:22][N:23]2[C:27](=[O:28])[CH2:26][S:25][C:24]2=[S:29])[CH:17]=1, predict the reaction product. The product is: [O:28]=[C:27]1[C:26](=[CH:1][C:3]2[O:7][C:6]([C:8]3[CH:9]=[CH:10][C:11]([C:12]#[N:13])=[CH:14][CH:15]=3)=[CH:5][CH:4]=2)[S:25][C:24](=[S:29])[N:23]1[CH2:22][C:18]1[CH:17]=[N:16][CH:21]=[CH:20][CH:19]=1. (8) Given the reactants [Cl:1][C:2]1[C:3]([O:5][CH2:6][C:7]=1Cl)=[O:4].[CH3:9][S:10][C:11]1[CH:16]=[CH:15][C:14](B(O)O)=[CH:13][CH:12]=1.[F-].[Cs+], predict the reaction product. The product is: [Cl:1][C:2]1[C:3]([O:5][CH2:6][C:7]=1[C:14]1[CH:15]=[CH:16][C:11]([S:10][CH3:9])=[CH:12][CH:13]=1)=[O:4].